Dataset: Forward reaction prediction with 1.9M reactions from USPTO patents (1976-2016). Task: Predict the product of the given reaction. (1) Given the reactants [OH:1][C:2]1[CH:7]=[CH:6][C:5]([C:8]([C:11]2[CH:16]=[CH:15][C:14]([OH:17])=[CH:13][CH:12]=2)([CH3:10])[CH3:9])=[CH:4][CH:3]=1.C1OC1.[C:21]([OH:32])(=O)[C:22]1C=C[C:22]([C:21]([OH:32])=O)=[CH:23][CH:23]=1.NC(N)=O.CC1(C)CC(CN)(C)CC(N)C1, predict the reaction product. The product is: [OH:1][C:2]1[CH:3]=[CH:4][C:5]([C:8]([C:11]2[CH:12]=[CH:13][C:14]([OH:17])=[CH:15][CH:16]=2)([CH3:10])[CH3:9])=[CH:6][CH:7]=1.[CH2:21]1[O:32][CH:22]1[CH3:23]. (2) Given the reactants [CH2:1]([N:8]1[CH2:12][CH2:11][CH:10]([N:13]2[CH2:17][CH2:16][C@@H:15]([Br:18])[C:14]2=[O:19])[CH2:9]1)[C:2]1[CH:7]=[CH:6][CH:5]=[CH:4][CH:3]=1.[CH:20]1[CH:25]=[CH:24][C:23]([P:26]([C:33]2[CH:38]=[CH:37][CH:36]=[CH:35][CH:34]=2)[C:27]2[CH:32]=[CH:31][CH:30]=[CH:29][CH:28]=2)=[CH:22][CH:21]=1, predict the reaction product. The product is: [Br-:18].[CH2:1]([N:8]1[CH2:12][CH2:11][CH:10]([N:13]2[CH2:17][CH2:16][C@@H:15]([P+:26]([C:27]3[CH:28]=[CH:29][CH:30]=[CH:31][CH:32]=3)([C:33]3[CH:38]=[CH:37][CH:36]=[CH:35][CH:34]=3)[C:23]3[CH:22]=[CH:21][CH:20]=[CH:25][CH:24]=3)[C:14]2=[O:19])[CH2:9]1)[C:2]1[CH:7]=[CH:6][CH:5]=[CH:4][CH:3]=1. (3) Given the reactants C([Li])CCC.[CH2:6]([O:8][C:9]1[C@H:10]([CH:18]([CH3:20])[CH3:19])[N:11]=[C:12]([O:15][CH2:16][CH3:17])[CH2:13][N:14]=1)[CH3:7].C1COCC1.[Br:26][CH2:27][CH2:28][CH2:29][CH2:30]Br, predict the reaction product. The product is: [CH2:6]([O:8][C:9]1[C@H:10]([CH:18]([CH3:20])[CH3:19])[N:11]=[C:12]([O:15][CH2:16][CH3:17])[C@@H:13]([CH2:30][CH2:29][CH2:28][CH2:27][Br:26])[N:14]=1)[CH3:7]. (4) Given the reactants [N:1]1[N:2]=[C:3]([C:10]2[CH:19]=[CH:18][C:17]3[C:12](=[C:13]([O:21][Si](C(C)C)(C(C)C)C(C)C)[CH:14]=[C:15]([F:20])[CH:16]=3)[N:11]=2)[N:4]2[CH:9]=[CH:8][CH:7]=[CH:6][C:5]=12.CCCC[N+](CCCC)(CCCC)CCCC.[F-], predict the reaction product. The product is: [N:1]1[N:2]=[C:3]([C:10]2[CH:19]=[CH:18][C:17]3[C:12](=[C:13]([OH:21])[CH:14]=[C:15]([F:20])[CH:16]=3)[N:11]=2)[N:4]2[CH:9]=[CH:8][CH:7]=[CH:6][C:5]=12.